From a dataset of Forward reaction prediction with 1.9M reactions from USPTO patents (1976-2016). Predict the product of the given reaction. Given the reactants [C:1]([O:5][C:6](=[O:19])[NH:7][CH2:8][C@@H:9]1[CH2:11][C@H:10]1[C:12]1[CH:17]=[CH:16][C:15](Br)=[CH:14][CH:13]=1)([CH3:4])([CH3:3])[CH3:2].C([O-])([O-])=O.[K+].[K+].[O:26]1[CH:30]=[CH:29][CH:28]=[C:27]1B(O)O, predict the reaction product. The product is: [C:1]([O:5][C:6](=[O:19])[NH:7][CH2:8][C@@H:9]1[CH2:11][C@H:10]1[C:12]1[CH:17]=[CH:16][C:15]([C:27]2[O:26][CH:30]=[CH:29][CH:28]=2)=[CH:14][CH:13]=1)([CH3:4])([CH3:3])[CH3:2].